From a dataset of Full USPTO retrosynthesis dataset with 1.9M reactions from patents (1976-2016). Predict the reactants needed to synthesize the given product. (1) Given the product [Br:1][C:2]1[N:3]=[C:4]([NH:10][C:11]2[CH:12]=[C:13]3[C:18](=[CH:19][CH:20]=2)[CH2:17][N:16]([CH3:25])[CH2:15][CH2:14]3)[C:5](=[O:9])[N:6]([CH3:8])[CH:7]=1, predict the reactants needed to synthesize it. The reactants are: [Br:1][C:2]1[N:3]=[C:4]([NH:10][C:11]2[CH:12]=[C:13]3[C:18](=[CH:19][CH:20]=2)[CH2:17][NH:16][CH2:15][CH2:14]3)[C:5](=[O:9])[N:6]([CH3:8])[CH:7]=1.C=O.[BH-](OC(C)=O)(OC(C)=O)O[C:25](C)=O.[Na+].CC(O)=O.[OH-].[Na+]. (2) Given the product [C:1]1([CH:7]([C:15]2[CH:20]=[CH:19][CH:18]=[CH:17][CH:16]=2)[C:8]2[CH:9]=[CH:10][C:11](=[O:14])[N:12]([CH2:22]/[CH:23]=[CH:24]/[C:25]3[CH:33]=[CH:32][CH:31]=[C:30]4[C:26]=3[CH:27]=[CH:28][N:29]4[C:34]([O:36][C:37]([CH3:38])([CH3:40])[CH3:39])=[O:35])[CH:13]=2)[CH:2]=[CH:3][CH:4]=[CH:5][CH:6]=1, predict the reactants needed to synthesize it. The reactants are: [C:1]1([CH:7]([C:15]2[CH:20]=[CH:19][CH:18]=[CH:17][CH:16]=2)[C:8]2[CH:9]=[CH:10][C:11](=[O:14])[NH:12][CH:13]=2)[CH:6]=[CH:5][CH:4]=[CH:3][CH:2]=1.Cl[CH2:22]/[CH:23]=[CH:24]/[C:25]1[CH:33]=[CH:32][CH:31]=[C:30]2[C:26]=1[CH:27]=[CH:28][N:29]2[C:34]([O:36][C:37]([CH3:40])([CH3:39])[CH3:38])=[O:35]. (3) Given the product [CH:14]1([O:1][N:2]2[C:7]([CH3:8])([CH3:9])[CH2:6][C:5](=[O:10])[CH2:4][C:3]2([CH3:12])[CH3:11])[CH2:13][CH2:5][CH2:4][CH2:3][CH2:11]1, predict the reactants needed to synthesize it. The reactants are: [OH:1][N:2]1[C:7]([CH3:9])([CH3:8])[CH2:6][C:5](=[O:10])[CH2:4][C:3]1([CH3:12])[CH3:11].[C:13](#N)[CH3:14].OO.S([O-])([O-])=O.[Na+].[Na+]. (4) Given the product [C:1]([C:4]1[CH:9]=[CH:8][CH:7]=[CH:6][N+:5]=1[CH3:10])(=[O:3])[CH3:2].[CH3:21][C:18]1[CH:19]=[CH:20][C:15]([S:12]([OH:14])(=[O:13])=[O:11])=[CH:16][CH:17]=1, predict the reactants needed to synthesize it. The reactants are: [C:1]([C:4]1[CH:9]=[CH:8][CH:7]=[CH:6][N:5]=1)(=[O:3])[CH3:2].[CH3:10][O:11][S:12]([C:15]1[CH:20]=[CH:19][C:18]([CH3:21])=[CH:17][CH:16]=1)(=[O:14])=[O:13]. (5) Given the product [CH2:15]([N:17]([CH2:2][C:3]1[N:4]=[N:5][C:6]2[C:7](=[C:9]([NH2:14])[N:10]=[C:11]([NH2:13])[N:12]=2)[N:8]=1)[CH2:18][CH3:19])[CH3:16], predict the reactants needed to synthesize it. The reactants are: Cl[CH2:2][C:3]1[N:4]=[N:5][C:6]2[C:7](=[C:9]([NH2:14])[N:10]=[C:11]([NH2:13])[N:12]=2)[N:8]=1.[CH2:15]([NH:17][CH2:18][CH3:19])[CH3:16]. (6) Given the product [NH2:23][C@H:18]1[C@H:19]([F:22])[CH2:20][O:21][C@H:15]([C:14]2[N:13]([CH3:31])[N:12]=[CH:11][C:10]=2[NH:9][C:7]([C:5]2[N:6]=[C:2]([C:34]3[C:35]([F:40])=[CH:36][CH:37]=[C:38]([F:39])[C:33]=3[F:32])[S:3][CH:4]=2)=[O:8])[CH2:16][CH2:17]1, predict the reactants needed to synthesize it. The reactants are: Br[C:2]1[S:3][CH:4]=[C:5]([C:7]([NH:9][C:10]2[CH:11]=[N:12][N:13]([CH3:31])[C:14]=2[C@H:15]2[O:21][CH2:20][C@@H:19]([F:22])[C@H:18]([NH:23]C(=O)OC(C)(C)C)[CH2:17][CH2:16]2)=[O:8])[N:6]=1.[F:32][C:33]1[C:38]([F:39])=[CH:37][CH:36]=[C:35]([F:40])[C:34]=1B(O)O. (7) Given the product [F:1][C:2]1[CH:3]=[C:4]([C:5]2[O:6][CH:12]=[N:11][C:13]=2[CH3:14])[CH:7]=[CH:8][C:9]=1[CH3:10], predict the reactants needed to synthesize it. The reactants are: [F:1][C:2]1[CH:3]=[C:4]([CH:7]=[CH:8][C:9]=1[CH3:10])[CH:5]=[O:6].[N+:11]([CH:13](S(C1C=CC(C)=CC=1)(=O)=O)[CH3:14])#[C-:12].C([O-])([O-])=O.[K+].[K+]. (8) Given the product [O:1]([CH2:2][CH2:3][CH2:4][CH2:5][C:6]1[O:10][N:9]=[C:8]([C:11]([O:13][CH2:14][CH3:15])=[O:12])[CH:7]=1)[C:16]1[CH:21]=[CH:20][CH:19]=[CH:18][CH:17]=1, predict the reactants needed to synthesize it. The reactants are: [OH:1][CH2:2][CH2:3][CH2:4][CH2:5][C:6]1[O:10][N:9]=[C:8]([C:11]([O:13][CH2:14][CH3:15])=[O:12])[CH:7]=1.[C:16]1(P([C:16]2[CH:21]=[CH:20][CH:19]=[CH:18][CH:17]=2)[C:16]2[CH:21]=[CH:20][CH:19]=[CH:18][CH:17]=2)[CH:21]=[CH:20][CH:19]=[CH:18][CH:17]=1.C1(O)C=CC=CC=1.N(C(OCC)=O)=NC(OCC)=O.Cl. (9) Given the product [CH3:1][O:2][C:3]([CH3:10])([CH2:7][CH2:8][CH3:9])[C:4]([O:6][CH3:16])=[O:5], predict the reactants needed to synthesize it. The reactants are: [CH3:1][O:2][C:3]([CH3:10])([CH2:7][CH2:8][CH3:9])[C:4]([OH:6])=[O:5].S(=O)(=O)(O)O.[C:16](=O)(O)[O-].[Na+].